From a dataset of Catalyst prediction with 721,799 reactions and 888 catalyst types from USPTO. Predict which catalyst facilitates the given reaction. (1) Reactant: [NH2:1][C:2]1[CH:10]=[CH:9][CH:8]=[CH:7][C:3]=1[C:4]([OH:6])=[O:5].[CH:11](OC)(OC)OC.[N-:18]=[N+:19]=[N-:20].[Na+]. Product: [N:1]1([C:2]2[CH:10]=[CH:9][CH:8]=[CH:7][C:3]=2[C:4]([OH:6])=[O:5])[CH:11]=[N:20][N:19]=[N:18]1. The catalyst class is: 15. (2) The catalyst class is: 496. Product: [CH3:13][O:12][CH:11]([O:14][CH3:15])[CH2:10][N:6]1[CH:5]=[C:4]([N+:1]([O-:3])=[O:2])[CH:8]=[N:7]1. Reactant: [N+:1]([C:4]1[CH:5]=[N:6][NH:7][CH:8]=1)([O-:3])=[O:2].Br[CH2:10][CH:11]([O:14][CH3:15])[O:12][CH3:13].C([O-])([O-])=O.[Cs+].[Cs+]. (3) Reactant: [CH2:1]([N:8]1[CH2:16][CH:15]2[CH:10]([NH:11][CH2:12][CH2:13][CH2:14]2)[CH2:9]1)[C:2]1[CH:7]=[CH:6][CH:5]=[CH:4][CH:3]=1.[CH2:17]=O.[OH-].[Na+]. Product: [CH2:1]([N:8]1[CH2:16][CH:15]2[CH:10]([N:11]([CH3:17])[CH2:12][CH2:13][CH2:14]2)[CH2:9]1)[C:2]1[CH:3]=[CH:4][CH:5]=[CH:6][CH:7]=1. The catalyst class is: 106. (4) Reactant: CC(C[AlH]CC(C)C)C.C1(C)C=CC=CC=1.C(=O)=O.C[O:21][C:22]([C:24]1[C:25]([CH2:40][CH2:41][O:42][CH3:43])=[N:26][C:27]([C:30]2[CH:31]=[N:32][C:33]([C:36]([F:39])([F:38])[F:37])=[CH:34][CH:35]=2)=[N:28][CH:29]=1)=O.C(OC(C1C(CCOC)=NC(C2C=NC(C(F)(F)F)=CC=2)=NC=1)=O)C. The catalyst class is: 1. Product: [CH3:43][O:42][CH2:41][CH2:40][C:25]1[C:24]([CH2:22][OH:21])=[CH:29][N:28]=[C:27]([C:30]2[CH:31]=[N:32][C:33]([C:36]([F:39])([F:37])[F:38])=[CH:34][CH:35]=2)[N:26]=1. (5) The catalyst class is: 51. Product: [Cl:1][C:2]1[NH:3][C:4]([NH:17][CH2:12][C:13]([CH3:16])([CH3:15])[CH3:14])=[C:5]2[C:9]([N:10]=1)=[N:8][CH:7]=[N:6]2. Reactant: [Cl:1][C:2]1[N:10]=[C:9]2[C:5]([NH:6][CH:7]=[N:8]2)=[C:4](Cl)[N:3]=1.[CH2:12]([NH2:17])[C:13]([CH3:16])([CH3:15])[CH3:14]. (6) Reactant: [CH3:1][C:2]1([CH3:34])[CH2:7][CH2:6][C:5]([C:8]2[CH:13]=[C:12]([C:14]([NH:17][CH2:18][CH2:19][S:20]([CH3:23])(=[O:22])=[O:21])([CH3:16])[CH3:15])[CH:11]=[CH:10][C:9]=2[NH:24][C:25]([C:27]2[NH:28][CH:29]=[C:30]([C:32]#[N:33])[N:31]=2)=[O:26])=[CH:4][CH2:3]1.IC.[C:37]([O-])(O)=O.[Na+]. Product: [CH3:1][C:2]1([CH3:34])[CH2:7][CH2:6][C:5]([C:8]2[CH:13]=[C:12]([C:14]([N:17]([CH2:18][CH2:19][S:20]([CH3:23])(=[O:22])=[O:21])[CH3:37])([CH3:15])[CH3:16])[CH:11]=[CH:10][C:9]=2[NH:24][C:25]([C:27]2[NH:28][CH:29]=[C:30]([C:32]#[N:33])[N:31]=2)=[O:26])=[CH:4][CH2:3]1. The catalyst class is: 1.